The task is: Regression. Given a peptide amino acid sequence and an MHC pseudo amino acid sequence, predict their binding affinity value. This is MHC class II binding data.. This data is from Peptide-MHC class II binding affinity with 134,281 pairs from IEDB. (1) The peptide sequence is QRAAEPWRDDQRSRS. The MHC is HLA-DQA10401-DQB10402 with pseudo-sequence HLA-DQA10401-DQB10402. The binding affinity (normalized) is 0.281. (2) The binding affinity (normalized) is 0.373. The peptide sequence is TDFAGKTVWFVPSIK. The MHC is DRB1_0405 with pseudo-sequence DRB1_0405.